The task is: Predict the product of the given reaction.. This data is from Forward reaction prediction with 1.9M reactions from USPTO patents (1976-2016). (1) Given the reactants [CH3:1][O:2][C:3]1[CH:8]=[CH:7][C:6]([C:9]2[C:13]3[CH:14]=[C:15]([C:18]4[O:22][C:21]([SH:23])=[N:20][N:19]=4)[CH:16]=[CH:17][C:12]=3[O:11][CH:10]=2)=[CH:5][CH:4]=1.[CH3:24][O:25][C:26]1[CH:27]=[C:28]([CH:31]=[CH:32][CH:33]=1)[CH2:29]Cl, predict the reaction product. The product is: [CH3:24][O:25][C:26]1[CH:27]=[C:28]([CH:31]=[CH:32][CH:33]=1)[CH2:29][S:23][C:21]1[O:22][C:18]([C:15]2[CH:16]=[CH:17][C:12]3[O:11][CH:10]=[C:9]([C:6]4[CH:5]=[CH:4][C:3]([O:2][CH3:1])=[CH:8][CH:7]=4)[C:13]=3[CH:14]=2)=[N:19][N:20]=1. (2) Given the reactants [CH3:1][C:2]1[CH:14]=[N:13][C:12]2[NH:11][C:10]3[CH2:9][CH2:8][N:7]4[CH2:15][CH2:16][CH2:17][CH:6]4[C:5]=3[C:4]=2[CH:3]=1.[H-].[Na+].[F:20][C:21]1[CH:26]=[CH:25][C:24]([C:27]2([CH3:30])[CH2:29][O:28]2)=[CH:23][CH:22]=1, predict the reaction product. The product is: [F:20][C:21]1[CH:22]=[CH:23][C:24]([C:27]([OH:28])([CH3:29])[CH2:30][N:11]2[C:10]3[CH2:9][CH2:8][N:7]4[CH2:15][CH2:16][CH2:17][CH:6]4[C:5]=3[C:4]3[CH:3]=[C:2]([CH3:1])[CH:14]=[N:13][C:12]2=3)=[CH:25][CH:26]=1. (3) Given the reactants [F:1][C:2]1[CH:3]=[CH:4][C:5]([CH2:8][O:9][C:10]2[CH:15]=[CH:14][NH:13][C:12](=[O:16])[CH:11]=2)=[N:6][CH:7]=1.Br[C:18]1[CH:23]=[CH:22][C:21]2[C:24]3[CH:32]4[N:28]([CH2:29][CH2:30][CH2:31]4)[CH2:27][CH2:26][C:25]=3[O:33][C:20]=2[CH:19]=1.[ClH:34], predict the reaction product. The product is: [ClH:34].[F:1][C:2]1[CH:3]=[CH:4][C:5]([CH2:8][O:9][C:10]2[CH:15]=[CH:14][N:13]([C:18]3[CH:23]=[CH:22][C:21]4[C:24]5[CH:32]6[N:28]([CH2:29][CH2:30][CH2:31]6)[CH2:27][CH2:26][C:25]=5[O:33][C:20]=4[CH:19]=3)[C:12](=[O:16])[CH:11]=2)=[N:6][CH:7]=1. (4) Given the reactants [N:1]([O-])=O.[Na+].[NH2:5][C:6]1[CH:7]=[CH:8][C:9]([O:12][CH3:13])=[N:10][CH:11]=1.C([O:16][C:17](=[O:34])[CH:18]([NH:24][C:25]([C:27]1[CH:32]=[CH:31][C:30]([Cl:33])=[CH:29][N:28]=1)=O)C(OCC)=O)C.C(=O)([O-])[O-].[K+].[K+].[Na+].[Cl-], predict the reaction product. The product is: [Cl:33][C:30]1[CH:31]=[CH:32][C:27]([C:25]2[N:5]([C:6]3[CH:11]=[N:10][C:9]([O:12][CH3:13])=[CH:8][CH:7]=3)[N:1]=[C:18]([C:17]([OH:16])=[O:34])[N:24]=2)=[N:28][CH:29]=1. (5) Given the reactants [Cl:1][C:2]1[CH:7]=[CH:6][CH:5]=[CH:4][C:3]=1[S:8]([NH:11][C:12]1[C:17]([C:18]2[CH:23]=[CH:22][C:21]([CH2:24]O)=[CH:20][CH:19]=2)=[N:16][CH:15]=[CH:14][N:13]=1)(=[O:10])=[O:9].S(Cl)([Cl:28])=O, predict the reaction product. The product is: [Cl:1][C:2]1[CH:7]=[CH:6][CH:5]=[CH:4][C:3]=1[S:8]([NH:11][C:12]1[C:17]([C:18]2[CH:23]=[CH:22][C:21]([CH2:24][Cl:28])=[CH:20][CH:19]=2)=[N:16][CH:15]=[CH:14][N:13]=1)(=[O:10])=[O:9]. (6) The product is: [C:14]([O:13][C:12]([NH:11][C@H:8]([CH2:7][CH:1]1[CH2:2][CH2:3][CH2:4][CH2:5][CH2:6]1)[CH:9]([OH:10])[C:32]([OH:33])=[O:31])=[O:18])([CH3:15])([CH3:17])[CH3:16]. Given the reactants [CH:1]1([CH2:7][C@@H:8]([NH:11][C:12](=[O:18])[O:13][C:14]([CH3:17])([CH3:16])[CH3:15])[CH:9]=[O:10])[CH2:6][CH2:5][CH2:4][CH2:3][CH2:2]1.S(=O)(O)[O-].[Na+].[C-]#N.[K+].CC([O:31][C:32](ON=C(C1C=CC=CC=1)C#N)=[O:33])(C)C.C(N(CC)CC)C.OS([O-])(=O)=O.[K+], predict the reaction product.